This data is from NCI-60 drug combinations with 297,098 pairs across 59 cell lines. The task is: Regression. Given two drug SMILES strings and cell line genomic features, predict the synergy score measuring deviation from expected non-interaction effect. Drug 1: COC1=C(C=C2C(=C1)N=CN=C2NC3=CC(=C(C=C3)F)Cl)OCCCN4CCOCC4. Drug 2: CC1=C(C(CCC1)(C)C)C=CC(=CC=CC(=CC(=O)O)C)C. Cell line: SNB-19. Synergy scores: CSS=1.97, Synergy_ZIP=-1.55, Synergy_Bliss=0.552, Synergy_Loewe=-4.62, Synergy_HSA=-3.68.